From a dataset of Full USPTO retrosynthesis dataset with 1.9M reactions from patents (1976-2016). Predict the reactants needed to synthesize the given product. Given the product [Cl:23][C:24]1[CH:25]=[CH:26][C:27]([CH2:31][NH:32][C:2]2[C:3](=[O:22])[N:4]([CH3:21])[N:5]=[C:6]([O:8][CH2:9][C@H:10]3[CH2:12][C@@H:11]3[C:13]3[CH:18]=[CH:17][C:16]([O:19][CH3:20])=[CH:15][N:14]=3)[CH:7]=2)=[N:28][C:29]=1[CH3:30], predict the reactants needed to synthesize it. The reactants are: Br[C:2]1[C:3](=[O:22])[N:4]([CH3:21])[N:5]=[C:6]([O:8][CH2:9][C@H:10]2[CH2:12][C@@H:11]2[C:13]2[CH:18]=[CH:17][C:16]([O:19][CH3:20])=[CH:15][N:14]=2)[CH:7]=1.[Cl:23][C:24]1[CH:25]=[CH:26][C:27]([CH2:31][NH2:32])=[N:28][C:29]=1[CH3:30].C1C=CC(P(C2C(C3C(P(C4C=CC=CC=4)C4C=CC=CC=4)=CC=C4C=3C=CC=C4)=C3C(C=CC=C3)=CC=2)C2C=CC=CC=2)=CC=1.CC([O-])(C)C.[Na+].